Dataset: Forward reaction prediction with 1.9M reactions from USPTO patents (1976-2016). Task: Predict the product of the given reaction. (1) Given the reactants Cl[C:2]1[N:7]=[C:6](Cl)[N:5]=[C:4]([C:9]2[CH:14]=[CH:13][C:12]([Cl:15])=[CH:11][CH:10]=2)[N:3]=1.[CH3:16][C:17]1([CH3:33])[C:29]2[CH:28]=[C:27](B(O)O)[CH:26]=[CH:25][C:24]=2[C:23]2[C:18]1=[CH:19][CH:20]=[CH:21][CH:22]=2.C([O-])([O-])=O.[K+].[K+], predict the reaction product. The product is: [Cl:15][C:12]1[CH:13]=[CH:14][C:9]([C:4]2[N:5]=[C:6]([C:20]3[CH:21]=[CH:22][C:23]4[C:24]5[C:29](=[CH:28][CH:27]=[CH:26][CH:25]=5)[C:17]([CH3:33])([CH3:16])[C:18]=4[CH:19]=3)[N:7]=[C:2]([C:27]3[CH:26]=[CH:25][C:24]4[C:23]5[C:18](=[CH:19][CH:20]=[CH:21][CH:22]=5)[C:17]([CH3:33])([CH3:16])[C:29]=4[CH:28]=3)[N:3]=2)=[CH:10][CH:11]=1. (2) Given the reactants [N+](C1C=CC(O[C:11](=O)[C:12]2[CH:17]=[C:16]([O:18][CH3:19])[C:15]([O:20][CH3:21])=[CH:14][C:13]=2[OH:22])=CC=1)([O-])=O.[CH3:24][O:25][C:26]([C:28]1[N:29]=[C:30]([NH2:33])[S:31][CH:32]=1)=[O:27].CO, predict the reaction product. The product is: [CH3:24][O:25][C:26]([C:28]1[N:29]=[C:30]([NH:33][CH2:11][C:12]2[CH:17]=[C:16]([O:18][CH3:19])[C:15]([O:20][CH3:21])=[CH:14][C:13]=2[OH:22])[S:31][CH:32]=1)=[O:27].